Dataset: Catalyst prediction with 721,799 reactions and 888 catalyst types from USPTO. Task: Predict which catalyst facilitates the given reaction. (1) Reactant: [F:1][C:2]1[CH:7]=[CH:6][CH:5]=[CH:4][C:3]=1[C:8]1[C:16]2[C:11](=[CH:12][N:13]=[C:14]([C:17]3[N:21](C4CCCCO4)[CH:20]=[N:19][CH:18]=3)[CH:15]=2)[N:10](C2CCCCO2)[N:9]=1.O1CCOCC1.Cl. Product: [F:1][C:2]1[CH:7]=[CH:6][CH:5]=[CH:4][C:3]=1[C:8]1[C:16]2[C:11](=[CH:12][N:13]=[C:14]([C:17]3[NH:21][CH:20]=[N:19][CH:18]=3)[CH:15]=2)[NH:10][N:9]=1. The catalyst class is: 23. (2) Reactant: I[C:2]1[N:7]2[N:8]=[C:9]([S:19][CH3:20])[C:10]([NH:11][C:12](=[O:18])[O:13][C:14]([CH3:17])([CH3:16])[CH3:15])=[C:6]2[CH:5]=[CH:4][CH:3]=1.C([Li])CCC.C([O:28][B:29]([O:33]CC)[O:30]CC)C.[Cl-].[NH4+]. Product: [C:14]([O:13][C:12]([NH:11][C:10]1[C:9]([S:19][CH3:20])=[N:8][N:7]2[C:2]([O:28][B:29]([OH:33])[OH:30])=[CH:3][CH:4]=[CH:5][C:6]=12)=[O:18])([CH3:17])([CH3:16])[CH3:15]. The catalyst class is: 54. (3) Reactant: [NH2:1][C:2]1[C:10]([Cl:11])=[CH:9][C:5]([C:6]([OH:8])=O)=[C:4]([O:12][CH3:13])[CH:3]=1.C(N1C=CN=C1)(N1C=CN=C1)=O.C(N(CC)CC)C.Cl.[N:34]1([CH2:39][CH2:40][CH2:41][N:42]2[CH2:47][CH2:46][CH:45]([CH2:48][NH2:49])[CH2:44][CH2:43]2)[CH:38]=[CH:37][N:36]=[N:35]1. Product: [N:34]1([CH2:39][CH2:40][CH2:41][N:42]2[CH2:43][CH2:44][CH:45]([CH2:48][NH:49][C:6](=[O:8])[C:5]3[CH:9]=[C:10]([Cl:11])[C:2]([NH2:1])=[CH:3][C:4]=3[O:12][CH3:13])[CH2:46][CH2:47]2)[CH:38]=[CH:37][N:36]=[N:35]1. The catalyst class is: 47. (4) Product: [CH2:1]([N:4]([C:12]1[C:11]([Br:10])=[CH:16][N:15]=[C:14]([Cl:17])[N:13]=1)[CH:5]([CH2:8][CH3:9])[CH2:6][CH3:7])[CH:2]=[CH2:3]. Reactant: [CH2:1]([NH:4][CH:5]([CH2:8][CH3:9])[CH2:6][CH3:7])[CH:2]=[CH2:3].[Br:10][C:11]1[C:12](Cl)=[N:13][C:14]([Cl:17])=[N:15][CH:16]=1.C(N(C(C)C)CC)(C)C. The catalyst class is: 32. (5) Reactant: [CH3:1][O:2][C:3]1[CH:8]=[CH:7][C:6]([C:9]2[CH2:10][C:11]([C:16]([F:19])([F:18])[F:17])(O)[N:12]([CH3:14])[N:13]=2)=[CH:5][C:4]=1[CH3:20].Cl. Product: [CH3:1][O:2][C:3]1[CH:8]=[CH:7][C:6]([C:9]2[CH:10]=[C:11]([C:16]([F:19])([F:17])[F:18])[N:12]([CH3:14])[N:13]=2)=[CH:5][C:4]=1[CH3:20]. The catalyst class is: 7. (6) Reactant: [NH2:1][C:2]1[C:3]([F:34])=[C:4]([C:8]2[N:9]=[C:10]([C:20]3([CH3:33])[CH2:25][CH2:24][N:23]([C:26]([O:28][C:29]([CH3:32])([CH3:31])[CH3:30])=[O:27])[CH2:22][CH2:21]3)[S:11][C:12]=2[C:13]2[CH:18]=[CH:17][N:16]=[C:15]([Cl:19])[N:14]=2)[CH:5]=[CH:6][CH:7]=1.[O:35]1[CH:39]=[CH:38][C:37]([S:40](Cl)(=[O:42])=[O:41])=[CH:36]1. Product: [Cl:19][C:15]1[N:14]=[C:13]([C:12]2[S:11][C:10]([C:20]3([CH3:33])[CH2:25][CH2:24][N:23]([C:26]([O:28][C:29]([CH3:30])([CH3:32])[CH3:31])=[O:27])[CH2:22][CH2:21]3)=[N:9][C:8]=2[C:4]2[CH:5]=[CH:6][CH:7]=[C:2]([NH:1][S:40]([C:37]3[CH:38]=[CH:39][O:35][CH:36]=3)(=[O:42])=[O:41])[C:3]=2[F:34])[CH:18]=[CH:17][N:16]=1. The catalyst class is: 17.